This data is from Forward reaction prediction with 1.9M reactions from USPTO patents (1976-2016). The task is: Predict the product of the given reaction. (1) Given the reactants [C:1]1([C:7]2([CH2:17]N)[CH2:16][CH2:15][C:10]3([O:14][CH2:13][CH2:12][O:11]3)[CH2:9][CH2:8]2)[CH:6]=[CH:5][CH:4]=[CH:3][CH:2]=1.C=O.[C:21](B)#[N:22].[Na].[C:25](O)(=O)C, predict the reaction product. The product is: [CH3:25][N:22]([CH3:21])[CH2:17][C:7]1([C:1]2[CH:6]=[CH:5][CH:4]=[CH:3][CH:2]=2)[CH2:16][CH2:15][C:10]2([O:14][CH2:13][CH2:12][O:11]2)[CH2:9][CH2:8]1. (2) The product is: [CH3:1][C:2]1[C:3]([C:23]2[CH:28]=[CH:27][CH:26]=[CH:25][CH:24]=2)=[C:4]([O:14][C:15]2[CH:22]=[CH:21][C:18]([C:19]([OH:31])=[O:20])=[CH:17][CH:16]=2)[C:5]2[C:10]([CH:11]=1)=[CH:9][C:8]([O:12][CH3:13])=[CH:7][CH:6]=2. Given the reactants [CH3:1][C:2]1[C:3]([C:23]2[CH:28]=[CH:27][CH:26]=[CH:25][CH:24]=2)=[C:4]([O:14][C:15]2[CH:22]=[CH:21][C:18]([CH:19]=[O:20])=[CH:17][CH:16]=2)[C:5]2[C:10]([CH:11]=1)=[CH:9][C:8]([O:12][CH3:13])=[CH:7][CH:6]=2.S(=O)(=O)([OH:31])N.Cl([O-])=O.[Na+], predict the reaction product. (3) The product is: [Si:15]([O:9][C@H:6]1[CH2:7][CH2:8][C@H:3]([NH:2][CH3:1])[CH2:4][CH2:5]1)([C:18]([CH3:21])([CH3:20])[CH3:19])([CH3:17])[CH3:16]. Given the reactants [CH3:1][NH:2][C@H:3]1[CH2:8][CH2:7][C@H:6]([OH:9])[CH2:5][CH2:4]1.N1C=CN=C1.[Si:15](Cl)([C:18]([CH3:21])([CH3:20])[CH3:19])([CH3:17])[CH3:16], predict the reaction product. (4) Given the reactants [NH2:1][CH2:2][CH2:3][CH2:4][C:5]([OH:7])=[O:6].[CH2:8](O)[CH:9]=[CH2:10].[C:12]1([CH3:22])[CH:17]=[CH:16][C:15]([S:18]([OH:21])(=[O:20])=O)=[CH:14][CH:13]=1, predict the reaction product. The product is: [C:12]1([CH3:22])[CH:13]=[CH:14][C:15]([S:18]([NH:1][CH2:2][CH2:3][CH2:4][C:5]([O:7][CH2:10][CH:9]=[CH2:8])=[O:6])(=[O:20])=[O:21])=[CH:16][CH:17]=1. (5) Given the reactants [NH2:1][CH2:2][CH:3]1[CH2:8][CH2:7][NH:6][CH2:5][CH2:4]1.[C:9](O[C:9]([O:11][C:12]([CH3:15])([CH3:14])[CH3:13])=[O:10])([O:11][C:12]([CH3:15])([CH3:14])[CH3:13])=[O:10], predict the reaction product. The product is: [NH2:1][CH2:2][CH:3]1[CH2:8][CH2:7][N:6]([C:9]([O:11][C:12]([CH3:15])([CH3:14])[CH3:13])=[O:10])[CH2:5][CH2:4]1.